This data is from Full USPTO retrosynthesis dataset with 1.9M reactions from patents (1976-2016). The task is: Predict the reactants needed to synthesize the given product. (1) The reactants are: [O:1]1[C:6]2[CH:7]=[CH:8][C:9]([CH2:11][N:12]([CH:20]3[CH2:25][CH2:24][N:23]([CH2:26][CH2:27][N:28]4[C:37]5[C:32](=[N:33][CH:34]=[CH:35][CH:36]=5)[CH:31]=[CH:30][C:29]4=[O:38])[CH2:22][CH2:21]3)C(=O)OC(C)(C)C)=[CH:10][C:5]=2[O:4][CH2:3][CH2:2]1.[ClH:39].C(OCC)(=O)C. Given the product [ClH:39].[O:1]1[C:6]2[CH:7]=[CH:8][C:9]([CH2:11][NH:12][CH:20]3[CH2:25][CH2:24][N:23]([CH2:26][CH2:27][N:28]4[C:37]5[C:32](=[N:33][CH:34]=[CH:35][CH:36]=5)[CH:31]=[CH:30][C:29]4=[O:38])[CH2:22][CH2:21]3)=[CH:10][C:5]=2[O:4][CH2:3][CH2:2]1, predict the reactants needed to synthesize it. (2) The reactants are: [C:1]([O:5][C:6]([NH:8][C:9]1[CH:10]=[N:11][CH:12]=[CH:13][C:14]=1[C@H:15]1[CH2:20][C@@H:19]([NH:21][C:22](=[O:28])[O:23][C:24]([CH3:27])([CH3:26])[CH3:25])[C@@H:18]([NH2:29])[C@@H:17]([CH3:30])[CH2:16]1)=[O:7])([CH3:4])([CH3:3])[CH3:2].[CH:31](=O)C1C=CC=CC=1.[B-]C#N.[Na+].C=O. Given the product [C:1]([O:5][C:6]([NH:8][C:9]1[CH:10]=[N:11][CH:12]=[CH:13][C:14]=1[C@H:15]1[CH2:20][C@@H:19]([NH:21][C:22](=[O:28])[O:23][C:24]([CH3:27])([CH3:26])[CH3:25])[C@@H:18]([NH:29][CH3:31])[C@@H:17]([CH3:30])[CH2:16]1)=[O:7])([CH3:4])([CH3:2])[CH3:3], predict the reactants needed to synthesize it. (3) Given the product [I:29][C:4]1[C:5]([O:16][CH2:17][CH2:18][O:19][CH2:20][CH2:21][O:22][CH2:23][CH2:24][O:25][CH2:26][CH2:27][OH:28])=[N:6][C:7]([N:9]2[CH2:10][CH2:11][N:12]([CH3:15])[CH2:13][CH2:14]2)=[N:8][C:3]=1[O:2][CH3:1], predict the reactants needed to synthesize it. The reactants are: [CH3:1][O:2][C:3]1[N:8]=[C:7]([N:9]2[CH2:14][CH2:13][N:12]([CH3:15])[CH2:11][CH2:10]2)[N:6]=[C:5]([O:16][CH2:17][CH2:18][O:19][CH2:20][CH2:21][O:22][CH2:23][CH2:24][O:25][CH2:26][CH2:27][OH:28])[CH:4]=1.[I:29]N1C(=O)CCC1=O.